From a dataset of Full USPTO retrosynthesis dataset with 1.9M reactions from patents (1976-2016). Predict the reactants needed to synthesize the given product. The reactants are: Br[C:2]1[CH:7]=[CH:6][C:5]([C:8]2[N:12]([C:13]3[CH:18]=[CH:17][CH:16]=[CH:15][CH:14]=3)[C:11]3[CH:19]=[CH:20][CH:21]=[CH:22][C:10]=3[N:9]=2)=[CH:4][CH:3]=1.[C:23]1([C:29]2[CH:47]=[C:46](B(O)O)[C:32]3[S:33][C:34]4[CH:39]=[CH:38][C:37]([C:40]5[CH:45]=[CH:44][CH:43]=[CH:42][CH:41]=5)=[CH:36][C:35]=4[C:31]=3[CH:30]=2)[CH:28]=[CH:27][CH:26]=[CH:25][CH:24]=1.C1(C)C=CC=CC=1P(C1C=CC=CC=1C)C1C=CC=CC=1C.C(=O)([O-])[O-].[K+].[K+]. Given the product [C:23]1([C:29]2[CH:47]=[C:46]([C:2]3[CH:7]=[CH:6][C:5]([C:8]4[N:12]([C:13]5[CH:14]=[CH:15][CH:16]=[CH:17][CH:18]=5)[C:11]5[CH:19]=[CH:20][CH:21]=[CH:22][C:10]=5[N:9]=4)=[CH:4][CH:3]=3)[C:32]3[S:33][C:34]4[CH:39]=[CH:38][C:37]([C:40]5[CH:45]=[CH:44][CH:43]=[CH:42][CH:41]=5)=[CH:36][C:35]=4[C:31]=3[CH:30]=2)[CH:28]=[CH:27][CH:26]=[CH:25][CH:24]=1, predict the reactants needed to synthesize it.